This data is from Forward reaction prediction with 1.9M reactions from USPTO patents (1976-2016). The task is: Predict the product of the given reaction. (1) Given the reactants [CH3:1][C:2]1([CH3:23])[C:10]2[C:5](=[CH:6][CH:7]=[C:8]([C:11]3[N:16]=[C:15]([N:17]4[CH2:22][CH2:21][NH:20][CH2:19][CH2:18]4)[CH:14]=[CH:13][CH:12]=3)[CH:9]=2)[CH2:4][CH2:3]1.[OH:24][CH2:25][CH2:26][CH2:27][CH2:28][CH:29]=O.Cl, predict the reaction product. The product is: [CH3:1][C:2]1([CH3:23])[C:10]2[C:5](=[CH:6][CH:7]=[C:8]([C:11]3[N:16]=[C:15]([N:17]4[CH2:22][CH2:21][N:20]([CH2:29][CH2:28][CH2:27][CH2:26][CH2:25][OH:24])[CH2:19][CH2:18]4)[CH:14]=[CH:13][CH:12]=3)[CH:9]=2)[CH2:4][CH2:3]1. (2) The product is: [NH2:15][C:3]1[CH:4]=[C:5]([NH:8][C:9](=[O:14])[CH2:10][N:11]([CH3:12])[CH3:13])[CH:6]=[CH:7][C:2]=1[F:1]. Given the reactants [F:1][C:2]1[CH:7]=[CH:6][C:5]([NH:8][C:9](=[O:14])[CH2:10][N:11]([CH3:13])[CH3:12])=[CH:4][C:3]=1[N+:15]([O-])=O, predict the reaction product. (3) Given the reactants Br[C:2]1[CH:11]=[N:10][C:9]2[N:8]([CH2:12][C:13]3[CH:18]=[CH:17][C:16]([O:19][CH3:20])=[CH:15][CH:14]=3)[C:7](=[O:21])[N:6]3[N:22]=[CH:23][N:24]=[C:5]3[C:4]=2[CH:3]=1.[CH2:25]([Sn](CCCC)(CCCC)C=C)[CH2:26]CC, predict the reaction product. The product is: [CH3:20][O:19][C:16]1[CH:17]=[CH:18][C:13]([CH2:12][N:8]2[C:9]3[N:10]=[CH:11][C:2]([CH:25]=[CH2:26])=[CH:3][C:4]=3[C:5]3=[N:24][CH:23]=[N:22][N:6]3[C:7]2=[O:21])=[CH:14][CH:15]=1. (4) Given the reactants [Br:1][C:2]1[CH:3]=[C:4]([NH:8][C:9](=[O:33])[N:10]([CH2:23][C:24]2[CH:32]=[CH:31][C:27]([C:28](O)=[O:29])=[CH:26][CH:25]=2)[C:11]2[CH:16]=[CH:15][C:14]([CH:17]3[CH2:22][CH2:21][CH2:20][CH2:19][CH2:18]3)=[CH:13][CH:12]=2)[CH:5]=[CH:6][CH:7]=1.CCN=C=NCCCN(C)C.C1C=CC2N(O)N=NC=2C=1.Cl.[CH2:56]([O:58][C:59](=[O:64])[C@H:60]([OH:63])[CH2:61][NH2:62])[CH3:57].C(N(CC)C(C)C)(C)C, predict the reaction product. The product is: [CH2:56]([O:58][C:59](=[O:64])[C@H:60]([OH:63])[CH2:61][NH:62][C:28](=[O:29])[C:27]1[CH:31]=[CH:32][C:24]([CH2:23][N:10]([C:11]2[CH:12]=[CH:13][C:14]([CH:17]3[CH2:18][CH2:19][CH2:20][CH2:21][CH2:22]3)=[CH:15][CH:16]=2)[C:9]([NH:8][C:4]2[CH:5]=[CH:6][CH:7]=[C:2]([Br:1])[CH:3]=2)=[O:33])=[CH:25][CH:26]=1)[CH3:57]. (5) Given the reactants [Br:1][C:2]1[C:3]([O:8][C:9]2[CH:15]=[CH:14][C:12]([NH2:13])=[CH:11][CH:10]=2)=[N:4][CH:5]=[CH:6][CH:7]=1.Cl[C:17]1[O:18][C:19]2[CH:25]=[CH:24][CH:23]=[CH:22][C:20]=2[N:21]=1, predict the reaction product. The product is: [Br:1][C:2]1[C:3]([O:8][C:9]2[CH:15]=[CH:14][C:12]([NH:13][C:17]3[O:18][C:19]4[CH:25]=[CH:24][CH:23]=[CH:22][C:20]=4[N:21]=3)=[CH:11][CH:10]=2)=[N:4][CH:5]=[CH:6][CH:7]=1. (6) The product is: [C:1]1([C:11]2[CH:12]=[C:13]([CH:16]=[O:17])[O:14][CH:15]=2)[CH:6]=[CH:5][CH:4]=[CH:3][CH:2]=1. Given the reactants [C:1]1(B(O)O)[CH:6]=[CH:5][CH:4]=[CH:3][CH:2]=1.Br[C:11]1[CH:12]=[C:13]([CH:16]=[O:17])[O:14][CH:15]=1.C(=O)([O-])[O-].[Na+].[Na+], predict the reaction product. (7) Given the reactants [S:1]1[CH:5]=[CH:4][CH:3]=[C:2]1[C:6]1[S:7][CH:8]=[CH:9][C:10]=1[C:11]1[S:12][CH:13]=[CH:14][CH:15]=1.C1C(=O)N([Br:23])C(=O)C1.CC(N=NC(C#N)(C)C)(C#N)C, predict the reaction product. The product is: [Br:23][C:3]1[CH:4]=[CH:5][S:1][C:2]=1[C:6]1[S:7][CH:8]=[CH:9][C:10]=1[C:11]1[S:12][CH:13]=[CH:14][CH:15]=1.